Dataset: Catalyst prediction with 721,799 reactions and 888 catalyst types from USPTO. Task: Predict which catalyst facilitates the given reaction. (1) Reactant: Br[C:2]1[CH:7]=[CH:6][C:5]([C:8]#[C:9][CH3:10])=[CH:4][CH:3]=1.ClCCl.[B:14]1([B:14]2[O:18][C:17]([CH3:20])([CH3:19])[C:16]([CH3:22])([CH3:21])[O:15]2)[O:18][C:17]([CH3:20])([CH3:19])[C:16]([CH3:22])([CH3:21])[O:15]1.C([O-])(=O)C.[K+]. Product: [CH3:21][C:16]1([CH3:22])[C:17]([CH3:20])([CH3:19])[O:18][B:14]([C:2]2[CH:7]=[CH:6][C:5]([C:8]#[C:9][CH3:10])=[CH:4][CH:3]=2)[O:15]1. The catalyst class is: 117. (2) Reactant: [CH:1]([C:5]1[CH:6]=[C:7](/[CH:19]=[CH:20]/[C:21](=[O:29])[C:22]2[CH:27]=[CH:26][C:25]([CH3:28])=[CH:24][CH:23]=2)[CH:8]=[C:9]2[C:14]=1[O:13][C:12](=[O:15])[C:11]([C:16](O)=[O:17])=[CH:10]2)([CH2:3][CH3:4])[CH3:2].S(Cl)(Cl)=O.[CH2:34]([NH2:36])[CH3:35]. Product: [CH:1]([C:5]1[CH:6]=[C:7](/[CH:19]=[CH:20]/[C:21](=[O:29])[C:22]2[CH:27]=[CH:26][C:25]([CH3:28])=[CH:24][CH:23]=2)[CH:8]=[C:9]2[C:14]=1[O:13][C:12](=[O:15])[C:11]([C:16]([NH:36][CH2:34][CH3:35])=[O:17])=[CH:10]2)([CH2:3][CH3:4])[CH3:2]. The catalyst class is: 11. (3) Reactant: [Cl:1][C:2]1[CH:7]=[CH:6][C:5]([CH:8]([C:27]2[CH:32]=[CH:31][C:30]([Cl:33])=[CH:29][CH:28]=2)[N:9]2[CH2:12][CH:11]([N:13]([S:23]([CH3:26])(=[O:25])=[O:24])[C:14]3[CH:15]=[C:16]([CH:20]=[CH:21][CH:22]=3)[C:17]([OH:19])=O)[CH2:10]2)=[CH:4][CH:3]=1.[NH2:34][CH2:35][CH2:36][CH2:37][N:38]1[CH2:42][CH2:41][CH2:40][C:39]1=[O:43].N=C=N. Product: [Cl:33][C:30]1[CH:31]=[CH:32][C:27]([CH:8]([C:5]2[CH:4]=[CH:3][C:2]([Cl:1])=[CH:7][CH:6]=2)[N:9]2[CH2:10][CH:11]([N:13]([S:23]([CH3:26])(=[O:24])=[O:25])[C:14]3[CH:15]=[C:16]([CH:20]=[CH:21][CH:22]=3)[C:17]([NH:34][CH2:35][CH2:36][CH2:37][N:38]3[CH2:42][CH2:41][CH2:40][C:39]3=[O:43])=[O:19])[CH2:12]2)=[CH:28][CH:29]=1. The catalyst class is: 4. (4) Reactant: O[C:2]1[CH:9]=[CH:8][C:7]([N+:10]([O-:12])=[O:11])=[CH:6][C:3]=1[CH:4]=[O:5].[CH3:13][O:14][C:15](=[O:18])[CH2:16]Br.C(=O)([O-])[O-:20].[K+].[K+]. Product: [CH:4]([C:3]1[CH:2]=[CH:9][CH:8]=[C:7]([N+:10]([O-:12])=[O:11])[C:6]=1[O:20][CH2:16][C:15]([O:14][CH3:13])=[O:18])=[O:5]. The catalyst class is: 21. (5) The catalyst class is: 8. Product: [CH:10](=[C:2]1/[N:1]2[CH2:8][CH2:7][CH:4]([C:3]/1=[O:9])[CH2:5][CH2:6]2)/[C:11]1[CH:16]=[CH:15][CH:14]=[CH:13][CH:12]=1. Reactant: [N:1]12[CH2:8][CH2:7][CH:4]([CH2:5][CH2:6]1)[C:3](=[O:9])[CH2:2]2.[CH:10](=O)[C:11]1[CH:16]=[CH:15][CH:14]=[CH:13][CH:12]=1.[OH-].[Na+].